This data is from Catalyst prediction with 721,799 reactions and 888 catalyst types from USPTO. The task is: Predict which catalyst facilitates the given reaction. (1) The catalyst class is: 9. Reactant: Cl[C:2]1[N:10]=[C:9]([Cl:11])[CH:8]=[CH:7][C:3]=1[C:4]([NH2:6])=[O:5].[O-:12][CH2:13][CH3:14].[Na+].C(O)C. Product: [Cl:11][C:9]1[CH:8]=[CH:7][C:3]([C:4]([NH2:6])=[O:5])=[C:2]([O:12][CH2:13][CH3:14])[N:10]=1. (2) Reactant: [CH3:1][C:2]1[N:7]=[C:6]2[S:8][C:9]3[CH2:13][CH:12]([CH3:14])[CH2:11][C:10]=3[C:5]2=[C:4]([C:15]2[CH:20]=[CH:19][C:18]([CH3:21])=[CH:17][CH:16]=2)[C:3]=1[CH:22]([CH2:25][CH2:26][CH3:27])[C:23]#[N:24].Cl.NO.[C:31](=[O:34])(O)[O-:32].[Na+].C1N=C[N:38](C(N2C=NC=C2)=O)C=1. Product: [CH3:1][C:2]1[N:7]=[C:6]2[S:8][C:9]3[CH2:13][CH:12]([CH3:14])[CH2:11][C:10]=3[C:5]2=[C:4]([C:15]2[CH:16]=[CH:17][C:18]([CH3:21])=[CH:19][CH:20]=2)[C:3]=1[CH:22]([C:23]1[NH:38][C:31](=[O:34])[O:32][N:24]=1)[CH2:25][CH2:26][CH3:27]. The catalyst class is: 71.